Dataset: HIV replication inhibition screening data with 41,000+ compounds from the AIDS Antiviral Screen. Task: Binary Classification. Given a drug SMILES string, predict its activity (active/inactive) in a high-throughput screening assay against a specified biological target. (1) The drug is CCCCc1cc(=O)oc2c3c(c4c(c12)OC(C)(C)CC4)OC(C)C(C)C3O. The result is 1 (active). (2) The molecule is CC(=O)c1ccccc1NC(=O)C(=O)C(C(=O)c1ccc2ccccc2c1)C1OC(=O)c2ccccc21. The result is 0 (inactive). (3) The drug is N1=C2NONC2=NC2N=C3NONC3=NC12. The result is 0 (inactive). (4) The result is 1 (active). The drug is Cc1ccc2nc3n(c2c1)C(c1c(F)cccc1F)SC3. (5) The molecule is Cc1nc(-c2cccnc2)sc1C(=O)C=Cc1cccc([N+](=O)[O-])c1. The result is 0 (inactive). (6) The molecule is CCCN1CCC=C([Si](C)(C)C)C1. The result is 0 (inactive). (7) The drug is CC(C)(C)C(=O)C=Cc1ccc(Cl)cc1. The result is 0 (inactive).